From a dataset of Reaction yield outcomes from USPTO patents with 853,638 reactions. Predict the reaction yield, written as a fraction of the theoretical maximum amount of product (1.0 means a 100% yield; for example, 0.34 means a 34% yield). (1) The reactants are Cl.Cl.Cl[CH2:4][C:5]1[N:6]=[C:7]([CH2:10][N:11]([CH3:13])[CH3:12])[S:8][CH:9]=1.[Cl:14][C:15]1[CH:16]=[C:17]([NH:22][C:23]2[C:32]3[C:27](=[CH:28][C:29]([OH:35])=[C:30]([O:33][CH3:34])[CH:31]=3)[N:26]=[CH:25][N:24]=2)[CH:18]=[CH:19][C:20]=1[Cl:21].C(=O)([O-])[O-].[K+].[K+]. No catalyst specified. The product is [Cl:14][C:15]1[CH:16]=[C:17]([NH:22][C:23]2[C:32]3[C:27](=[CH:28][C:29]([O:35][CH2:4][C:5]4[N:6]=[C:7]([CH2:10][N:11]([CH3:13])[CH3:12])[S:8][CH:9]=4)=[C:30]([O:33][CH3:34])[CH:31]=3)[N:26]=[CH:25][N:24]=2)[CH:18]=[CH:19][C:20]=1[Cl:21]. The yield is 0.150. (2) The reactants are [C:1]([NH:4][CH2:5][CH2:6][NH:7][C:8]([C:10]1[S:11][C:12]([C:15]2[N:20]=[C:19]([NH:21][C:22]3[CH:26]=[C:25]([CH:27]4[CH2:29][CH2:28]4)[N:24]([C:30](=[O:32])[CH3:31])[N:23]=3)[C:18](Br)=[CH:17][N:16]=2)=[CH:13][CH:14]=1)=[O:9])(=[O:3])[CH3:2].CCN(CC)CC.[C:41]([Si:43]([CH3:46])([CH3:45])[CH3:44])#[CH:42]. The catalyst is Cl[Pd](Cl)([P](C1C=CC=CC=1)(C1C=CC=CC=1)C1C=CC=CC=1)[P](C1C=CC=CC=1)(C1C=CC=CC=1)C1C=CC=CC=1.[Cu]I.C1COCC1. The product is [C:1]([NH:4][CH2:5][CH2:6][NH:7][C:8]([C:10]1[S:11][C:12]([C:15]2[N:20]=[C:19]([NH:21][C:22]3[CH:26]=[C:25]([CH:27]4[CH2:29][CH2:28]4)[N:24]([C:30](=[O:32])[CH3:31])[N:23]=3)[C:18]([C:42]#[C:41][Si:43]([CH3:46])([CH3:45])[CH3:44])=[CH:17][N:16]=2)=[CH:13][CH:14]=1)=[O:9])(=[O:3])[CH3:2]. The yield is 0.352. (3) The reactants are [CH3:1][C:2]1([CH3:35])[CH2:7][NH:6][CH2:5][C:4]2[NH:8][C:9]([C:11]3[C:12]([CH3:34])=[CH:13][C:14]([CH3:33])=[C:15]([CH:32]=3)[C:16]([N:18]3[CH2:23][CH2:22][CH:21]([C:24]4[CH:31]=[CH:30][C:27]([C:28]#[N:29])=[CH:26][CH:25]=4)[CH2:20][CH2:19]3)=[O:17])=[N:10][C:3]1=2.C(O)(=O)C.[Na].[CH3:41][C:42]([CH3:44])=O. The catalyst is CN(C=O)C. The product is [CH:42]([N:6]1[CH2:7][C:2]([CH3:35])([CH3:1])[C:3]2[N:10]=[C:9]([C:11]3[C:12]([CH3:34])=[CH:13][C:14]([CH3:33])=[C:15]([CH:32]=3)[C:16]([N:18]3[CH2:19][CH2:20][CH:21]([C:24]4[CH:25]=[CH:26][C:27]([C:28]#[N:29])=[CH:30][CH:31]=4)[CH2:22][CH2:23]3)=[O:17])[NH:8][C:4]=2[CH2:5]1)([CH3:44])[CH3:41]. The yield is 0.0810. (4) The reactants are [CH3:1][O:2][C:3]([C@H:5]1[C@H:10]([CH3:11])[O:9][C@@H:8]([CH2:12]I)[CH2:7][N:6]1[S:14][C:15]1[CH:20]=[CH:19][C:18]([O:21][CH2:22][C:23]2[CH:28]=[CH:27][C:26]([F:29])=[CH:25][CH:24]=2)=[CH:17][CH:16]=1)=[O:4].[CH3:30][OH:31]. No catalyst specified. The product is [CH3:1][O:2][C:3]([C@H:5]1[C@H:10]([CH3:11])[O:9][C@@H:8]([CH2:12][O:31][CH3:30])[CH2:7][N:6]1[S:14][C:15]1[CH:20]=[CH:19][C:18]([O:21][CH2:22][C:23]2[CH:28]=[CH:27][C:26]([F:29])=[CH:25][CH:24]=2)=[CH:17][CH:16]=1)=[O:4]. The yield is 0.690. (5) The reactants are C[O:2][C:3]1[CH:4]=[CH:5][C:6]2[C:7]3[CH:8]=[CH:9][C:10](=[O:35])[N:11]([N:34]=3)[CH2:12][C:13]3[CH:33]=[C:17]([C:18](=[O:32])[NH:19][C:20]4[N:28]([CH2:29][C:30]=1[CH:31]=2)[C:27]1[CH:26]=[CH:25][CH:24]=[CH:23][C:22]=1[N:21]=4)[CH:16]=[CH:15][CH:14]=3. The catalyst is ClCCl. The product is [OH:2][C:3]1[CH:4]=[CH:5][C:6]2[C:7]3[CH:8]=[CH:9][C:10](=[O:35])[N:11]([N:34]=3)[CH2:12][C:13]3[CH:33]=[C:17]([C:18](=[O:32])[NH:19][C:20]4[N:28]([CH2:29][C:30]=1[CH:31]=2)[C:27]1[CH:26]=[CH:25][CH:24]=[CH:23][C:22]=1[N:21]=4)[CH:16]=[CH:15][CH:14]=3. The yield is 0.220.